From a dataset of Full USPTO retrosynthesis dataset with 1.9M reactions from patents (1976-2016). Predict the reactants needed to synthesize the given product. (1) Given the product [Cl:1][C:2]1[N:10]=[C:9]2[C:5]([N:6]=[C:7]([CH:31]([OH:32])[CH:33]3[CH2:38][CH2:37][N:36]([C:39]([O:41][C:42]([CH3:44])([CH3:43])[CH3:45])=[O:40])[CH2:35][CH2:34]3)[N:8]2[CH3:11])=[C:4]([N:12]2[CH2:17][CH2:16][O:15][CH2:14][CH2:13]2)[N:3]=1, predict the reactants needed to synthesize it. The reactants are: [Cl:1][C:2]1[N:10]=[C:9]2[C:5]([N:6]=[CH:7][N:8]2[CH3:11])=[C:4]([N:12]2[CH2:17][CH2:16][O:15][CH2:14][CH2:13]2)[N:3]=1.CN(C)CCN(C)C.C([Li])CCC.[CH:31]([CH:33]1[CH2:38][CH2:37][N:36]([C:39]([O:41][C:42]([CH3:45])([CH3:44])[CH3:43])=[O:40])[CH2:35][CH2:34]1)=[O:32].[NH4+].[Cl-]. (2) The reactants are: CCOP(OCC)([CH:6]([C:8]1[CH:13]=[CH:12][CH:11]=[CH:10][CH:9]=1)[CH3:7])=O.C([Li])CCC.[C:22]([O:26][C:27]([N:29]1[C@@H:33]([CH:34]=O)[CH2:32][O:31][C:30]1([CH3:37])[CH3:36])=[O:28])([CH3:25])([CH3:24])[CH3:23]. Given the product [C:22]([O:26][C:27]([N:29]1[C@@H:33](/[CH:34]=[C:6](/[C:8]2[CH:9]=[CH:10][CH:11]=[CH:12][CH:13]=2)\[CH3:7])[CH2:32][O:31][C:30]1([CH3:36])[CH3:37])=[O:28])([CH3:25])([CH3:23])[CH3:24], predict the reactants needed to synthesize it. (3) Given the product [Br-:1].[CH2:11]([C:6]1([O:5][C:3](=[O:4])[CH2:2][O:14][C:15]2[C:16]([CH3:35])=[CH:17][C:18]([S+:22]3[C:23]4[CH:34]=[CH:33][CH:32]=[CH:31][C:24]=4[C:25]4[CH:30]=[CH:29][CH:28]=[CH:27][C:26]3=4)=[CH:19][C:20]=2[CH3:21])[CH2:10][CH2:9][CH2:8][CH2:7]1)[CH3:12], predict the reactants needed to synthesize it. The reactants are: [Br:1][CH2:2][C:3]([O:5][C:6]1([CH2:11][CH3:12])[CH2:10][CH2:9][CH2:8][CH2:7]1)=[O:4].[Br-].[OH:14][C:15]1[C:20]([CH3:21])=[CH:19][C:18]([S+:22]2[C:26]3[CH:27]=[CH:28][CH:29]=[CH:30][C:25]=3[C:24]3[CH:31]=[CH:32][CH:33]=[CH:34][C:23]2=3)=[CH:17][C:16]=1[CH3:35].C(=O)([O-])[O-].[Cs+].[Cs+].